Dataset: Forward reaction prediction with 1.9M reactions from USPTO patents (1976-2016). Task: Predict the product of the given reaction. (1) Given the reactants ClC1C(F)=C(C=CC=1)CN1C2=CN=CC=C2C=C1C([NH:17][OH:18])=O.[Cl:23][C:24]1[C:25]([F:43])=[C:26]([CH:40]=[CH:41][CH:42]=1)[CH2:27][N:28]1[C:32]2=[CH:33][N:34]=[C:35]([C:37](O)=[O:38])[CH:36]=[C:31]2[CH:30]=[CH:29]1.Cl.NO, predict the reaction product. The product is: [Cl:23][C:24]1[C:25]([F:43])=[C:26]([CH:40]=[CH:41][CH:42]=1)[CH2:27][N:28]1[C:32]2=[CH:33][N:34]=[C:35]([C:37]([NH:17][OH:18])=[O:38])[CH:36]=[C:31]2[CH:30]=[CH:29]1. (2) Given the reactants C(O)(=[O:3])C.[CH3:5][C:6]1[CH:10]=[C:9]([CH3:11])[NH:8][C:7]=1[C:12]([O:14][CH2:15][CH3:16])=[O:13], predict the reaction product. The product is: [CH2:15]([O:14][C:12]([C:7]1[NH:8][C:9]([CH:11]=[O:3])=[CH:10][C:6]=1[CH3:5])=[O:13])[CH3:16]. (3) Given the reactants [C:1]([O:5][C:6](=[O:28])[NH:7][CH2:8][C:9]1[CH:14]=[CH:13][CH:12]=[C:11]([C:15]2[CH2:16][CH2:17][N:18](CC3C=CC=CC=3)[CH2:19][CH:20]=2)[CH:10]=1)([CH3:4])([CH3:3])[CH3:2].[C:29]([OH:32])(=[O:31])[CH3:30].[H][H], predict the reaction product. The product is: [C:29]([OH:32])(=[O:31])[CH3:30].[C:1]([O:5][C:6]([NH:7][CH2:8][C:9]1[CH:10]=[C:11]([CH:15]2[CH2:20][CH2:19][NH:18][CH2:17][CH2:16]2)[CH:12]=[CH:13][CH:14]=1)=[O:28])([CH3:4])([CH3:2])[CH3:3]. (4) Given the reactants C(N(CC)CC)C.[C:8]([C:12]1[CH:13]=[C:14]([NH2:21])[C:15]([O:19][CH3:20])=[C:16]([NH2:18])[CH:17]=1)([CH3:11])([CH3:10])[CH3:9].C1([O:28][C:29](=O)[NH:30][C:31]2[C:40]3[C:35](=[CH:36][CH:37]=[CH:38][CH:39]=3)[C:34]([O:41][C:42]3[CH:47]=[CH:46][N:45]=[C:44]([NH:48][C:49]4[CH:54]=[C:53]([O:55][CH2:56][CH2:57][O:58][CH2:59][CH2:60][O:61][CH2:62][CH2:63][O:64][CH3:65])[CH:52]=[C:51]([O:66][CH3:67])[CH:50]=4)[N:43]=3)=[CH:33][CH:32]=2)C=CC=CC=1, predict the reaction product. The product is: [NH2:21][C:14]1[C:15]([O:19][CH3:20])=[C:16]([NH:18][C:29]([NH:30][C:31]2[C:40]3[C:35](=[CH:36][CH:37]=[CH:38][CH:39]=3)[C:34]([O:41][C:42]3[CH:47]=[CH:46][N:45]=[C:44]([NH:48][C:49]4[CH:54]=[C:53]([O:55][CH2:56][CH2:57][O:58][CH2:59][CH2:60][O:61][CH2:62][CH2:63][O:64][CH3:65])[CH:52]=[C:51]([O:66][CH3:67])[CH:50]=4)[N:43]=3)=[CH:33][CH:32]=2)=[O:28])[CH:17]=[C:12]([C:8]([CH3:11])([CH3:9])[CH3:10])[CH:13]=1. (5) The product is: [Br:1][C:2]1[C:11]2[C:6](=[CH:7][C:8]([C:12]3[N:13]=[C:14]([C:17]4[CH:22]=[CH:21][CH:20]=[CH:19][CH:18]=4)[S:15][CH:16]=3)=[CH:9][CH:10]=2)[CH:5]=[CH:4][C:3]=1[O:23][CH2:24][C:25]([OH:27])=[O:26]. Given the reactants [Br:1][C:2]1[C:11]2[C:6](=[CH:7][C:8]([C:12]3[N:13]=[C:14]([C:17]4[CH:22]=[CH:21][CH:20]=[CH:19][CH:18]=4)[S:15][CH:16]=3)=[CH:9][CH:10]=2)[CH:5]=[CH:4][C:3]=1[O:23][CH2:24][C:25]([O:27]C)=[O:26].[OH-].[Na+], predict the reaction product.